This data is from Catalyst prediction with 721,799 reactions and 888 catalyst types from USPTO. The task is: Predict which catalyst facilitates the given reaction. (1) Reactant: CO[CH:3]=[C:4]1[C:13]2[C:8](=[CH:9][CH:10]=[CH:11][CH:12]=2)[C:7](=[O:14])[NH:6][C:5]1=[O:15].[NH:16]1[C:24]2[C:19](=[CH:20][CH:21]=[C:22]([NH2:25])[CH:23]=2)[CH:18]=[N:17]1. Product: [NH:16]1[C:24]2[C:19](=[CH:20][CH:21]=[C:22]([NH:25]/[CH:3]=[C:4]3\[C:5](=[O:15])[NH:6][C:7](=[O:14])[C:8]4[C:13]\3=[CH:12][CH:11]=[CH:10][CH:9]=4)[CH:23]=2)[CH:18]=[N:17]1. The catalyst class is: 9. (2) Reactant: [OH:1][C@@H:2]([CH2:6][C:7]1[CH:12]=[CH:11][CH:10]=[CH:9][CH:8]=1)[C:3]([OH:5])=[O:4].[H-].[Na+].[CH3:15]I. Product: [CH3:15][O:1][C@@H:2]([CH2:6][C:7]1[CH:12]=[CH:11][CH:10]=[CH:9][CH:8]=1)[C:3]([OH:5])=[O:4]. The catalyst class is: 1. (3) Reactant: [OH-].[Na+].[Br:3][C:4]1[CH:9]=[CH:8][N:7]=[C:6]2[N:10](S(C3C=CC(C)=CC=3)(=O)=O)[C:11]([C:13]3[CH:18]=[CH:17][CH:16]=[CH:15][CH:14]=3)=[CH:12][C:5]=12. Product: [Br:3][C:4]1[CH:9]=[CH:8][N:7]=[C:6]2[NH:10][C:11]([C:13]3[CH:18]=[CH:17][CH:16]=[CH:15][CH:14]=3)=[CH:12][C:5]=12. The catalyst class is: 5. (4) Reactant: P([O-])([O-])([O-])=O.[K+].[K+].[K+].COC(C)(C)C.[NH2:15][CH:16]([C:23]1[CH:28]=[CH:27][C:26]([Cl:29])=[CH:25][CH:24]=1)[CH2:17][C:18]([O:20]CC)=[O:19]. Product: [NH2:15][CH:16]([C:23]1[CH:24]=[CH:25][C:26]([Cl:29])=[CH:27][CH:28]=1)[CH2:17][C:18]([OH:20])=[O:19]. The catalyst class is: 21.